From a dataset of Full USPTO retrosynthesis dataset with 1.9M reactions from patents (1976-2016). Predict the reactants needed to synthesize the given product. Given the product [CH3:13][O:12][N:9]1[CH2:10][CH2:11][C:6]2([O:5][C:4](=[O:14])[C:3]([C:15]3[C:20]([CH3:21])=[CH:19][C:18]([CH3:22])=[CH:17][C:16]=3[CH3:23])=[C:2]2[O:1][C:32](=[O:33])[O:34][CH2:35][CH3:36])[CH2:7][CH2:8]1, predict the reactants needed to synthesize it. The reactants are: [OH:1][C:2]1[C:6]2([CH2:11][CH2:10][N:9]([O:12][CH3:13])[CH2:8][CH2:7]2)[O:5][C:4](=[O:14])[C:3]=1[C:15]1[C:20]([CH3:21])=[CH:19][C:18]([CH3:22])=[CH:17][C:16]=1[CH3:23].C(N(CC)CC)C.Cl[C:32]([O:34][CH2:35][CH3:36])=[O:33].O.